This data is from Reaction yield outcomes from USPTO patents with 853,638 reactions. The task is: Predict the reaction yield, written as a fraction of the theoretical maximum amount of product (1.0 means a 100% yield; for example, 0.34 means a 34% yield). (1) The reactants are [Br:1][C:2]1[CH:3]=[C:4]2[C:8](=[CH:9][CH:10]=1)[NH:7][C:6](=[O:11])[C:5]2=O.[F:13][C:14]([F:23])([F:22])[C:15]1[CH:16]=[C:17]([CH:19]=[CH:20][CH:21]=1)[NH2:18].C(O)(=O)C. The catalyst is CO. The product is [Br:1][C:2]1[CH:3]=[C:4]2[C:8](=[CH:9][CH:10]=1)[NH:7][C:6](=[O:11])/[C:5]/2=[N:18]\[C:17]1[CH:19]=[CH:20][CH:21]=[C:15]([C:14]([F:13])([F:22])[F:23])[CH:16]=1. The yield is 0.400. (2) The reactants are [CH2:1]([N:3]([CH2:11][CH3:12])[C:4]1[CH:5]=[C:6]([OH:10])[CH:7]=[CH:8][CH:9]=1)[CH3:2].[Br:13][CH2:14][CH2:15][CH2:16]Br.C([O-])([O-])=O.[Cs+].[Cs+]. The catalyst is C(#N)C. The product is [Br:13][CH2:14][CH2:15][CH2:16][O:10][C:6]1[CH:5]=[C:4]([CH:9]=[CH:8][CH:7]=1)[N:3]([CH2:1][CH3:2])[CH2:11][CH3:12]. The yield is 0.174. (3) The reactants are [CH3:1][O:2][C:3]1[CH:21]=[CH:20][C:6]([CH2:7][N:8]2[C:12]([C:13]([O:15][CH3:16])=[O:14])=[CH:11][C:10]([N+:17]([O-])=O)=[N:9]2)=[CH:5][CH:4]=1. The catalyst is CO.[Pd]. The product is [NH2:17][C:10]1[CH:11]=[C:12]([C:13]([O:15][CH3:16])=[O:14])[N:8]([CH2:7][C:6]2[CH:5]=[CH:4][C:3]([O:2][CH3:1])=[CH:21][CH:20]=2)[N:9]=1. The yield is 0.990. (4) The reactants are [C:1]([C:5]1[CH:10]=[CH:9][C:8]([C:11]2[CH:16]=[C:15]([F:17])[CH:14]=[C:13]([CH:18]3[C:27]([CH3:29])([CH3:28])[CH2:26][C:25]4[C:20](=[CH:21][CH:22]=[C:23]([C:30](O)=[O:31])[CH:24]=4)[NH:19]3)[CH:12]=2)=[CH:7][CH:6]=1)([CH3:4])([CH3:3])[CH3:2].[CH3:33][S:34]([NH2:37])(=[O:36])=[O:35]. The catalyst is CN(C)C1C=CN=CC=1.ClCCl. The product is [C:1]([C:5]1[CH:10]=[CH:9][C:8]([C:11]2[CH:16]=[C:15]([F:17])[CH:14]=[C:13]([CH:18]3[C:27]([CH3:29])([CH3:28])[CH2:26][C:25]4[C:20](=[CH:21][CH:22]=[C:23]([C:30]([NH:37][S:34]([CH3:33])(=[O:36])=[O:35])=[O:31])[CH:24]=4)[NH:19]3)[CH:12]=2)=[CH:7][CH:6]=1)([CH3:4])([CH3:2])[CH3:3]. The yield is 0.300. (5) The reactants are Br[C:2]1[N:3]=[C:4]([N:23]([C:33]([O:35][C:36]([CH3:39])([CH3:38])[CH3:37])=[O:34])[CH2:24][C:25]2[C:30]([Cl:31])=[CH:29][CH:28]=[CH:27][C:26]=2[Cl:32])[C:5]([N:8]([C:16]([O:18][C:19]([CH3:22])([CH3:21])[CH3:20])=[O:17])[C:9]([O:11][C:12]([CH3:15])([CH3:14])[CH3:13])=[O:10])=[N:6][CH:7]=1.CC1(C)C(C)(C)OB([C:48]2[CH:55]=[CH:54][C:51]([CH:52]=[O:53])=[CH:50][CH:49]=2)O1.C([O-])([O-])=O.[Na+].[Na+]. The catalyst is COCCOC. The product is [C:36]([O:35][C:33]([N:23]([CH2:24][C:25]1[C:30]([Cl:31])=[CH:29][CH:28]=[CH:27][C:26]=1[Cl:32])[C:4]1[C:5]([N:8]([C:9]([O:11][C:12]([CH3:14])([CH3:13])[CH3:15])=[O:10])[C:16]([O:18][C:19]([CH3:22])([CH3:21])[CH3:20])=[O:17])=[N:6][CH:7]=[C:2]([C:48]2[CH:55]=[CH:54][C:51]([CH:52]=[O:53])=[CH:50][CH:49]=2)[N:3]=1)=[O:34])([CH3:39])([CH3:37])[CH3:38]. The yield is 0.870.